Dataset: Catalyst prediction with 721,799 reactions and 888 catalyst types from USPTO. Task: Predict which catalyst facilitates the given reaction. (1) The catalyst class is: 40. Reactant: [OH:1][C:2]1[CH:3]=[C:4]([CH:9]=[CH:10][C:11]=1[OH:12])[CH:5]=[CH:6][CH:7]=O.[C:13]([CH2:15][C:16]([N-:18][CH2:19][C:20]1[CH:25]=[CH:24][CH:23]=[CH:22][CH:21]=1)=[O:17])#[N:14].N1CCCCC1.Cl. Product: [CH2:19]([NH:18][C:16](/[C:15](=[CH:7]/[CH:6]=[CH:5]/[C:4]1[CH:9]=[CH:10][C:11]([OH:12])=[C:2]([OH:1])[CH:3]=1)/[C:13]#[N:14])=[O:17])[C:20]1[CH:25]=[CH:24][CH:23]=[CH:22][CH:21]=1. (2) Reactant: [C:1]1([CH:8]=[CH:7][CH:6]=[C:4]([OH:5])[CH:3]=1)[OH:2].C=O.[C:11]([O-])([O-])=[O:12].[Na+].[Na+]. Product: [C:1]1([CH:8]=[CH:7][CH:6]=[C:4]([OH:5])[CH:3]=1)[OH:2].[CH2:11]=[O:12]. The catalyst class is: 6. (3) Reactant: [NH:1]1[C:9]2[C:4](=[CH:5][CH:6]=[CH:7][CH:8]=2)[CH:3]=[C:2]1[C:10]([O:12][CH2:13][CH3:14])=[O:11].Br[CH2:16][C:17]([O:19][C:20]([CH3:23])([CH3:22])[CH3:21])=[O:18].C(=O)([O-])[O-].[K+].[K+].O. Product: [C:20]([O:19][C:17](=[O:18])[CH2:16][N:1]1[C:9]2[C:4](=[CH:5][CH:6]=[CH:7][CH:8]=2)[CH:3]=[C:2]1[C:10]([O:12][CH2:13][CH3:14])=[O:11])([CH3:23])([CH3:22])[CH3:21]. The catalyst class is: 3. (4) Reactant: [CH:1]1([C@@H:7]([NH:9][C:10]([C:12]2[C:21]3[C:16](=[CH:17][CH:18]=[CH:19][CH:20]=3)[N:15]=[C:14]([C:22]3[S:23][CH:24]=[CH:25][CH:26]=3)[C:13]=2[CH2:27][N:28]2[CH2:33][CH2:32][N:31]([CH2:34]COCCOC3CCCCO3)[C:30](=[O:46])[CH2:29]2)=[O:11])[CH3:8])[CH2:6][CH2:5][CH2:4][CH2:3][CH2:2]1.ClC[CH2:49][CH2:50][O:51]C1CCCCO1.Cl. Product: [CH:1]1([C@@H:7]([NH:9][C:10]([C:12]2[C:21]3[C:16](=[CH:17][CH:18]=[CH:19][CH:20]=3)[N:15]=[C:14]([C:22]3[S:23][CH:24]=[CH:25][CH:26]=3)[C:13]=2[CH2:27][N:28]2[CH2:33][CH2:32][N:31]([CH2:34][CH2:49][CH2:50][OH:51])[C:30](=[O:46])[CH2:29]2)=[O:11])[CH3:8])[CH2:2][CH2:3][CH2:4][CH2:5][CH2:6]1. The catalyst class is: 116. (5) Reactant: CCN=C=NCCCN(C)C.C1C=CC2N(O)N=NC=2C=1.[Cl:22][C:23]1[CH:24]=[C:25]([C:33]([OH:35])=O)[CH:26]=[N:27][C:28]=1[O:29][CH:30]([CH3:32])[CH3:31].O[NH:37][C:38]([C:40]1[CH:48]=[C:47]2[C:43]([CH:44]=[CH:45][NH:46]2)=[CH:42][CH:41]=1)=[NH:39].CCCC[N+](CCCC)(CCCC)CCCC.[F-]. Product: [Cl:22][C:23]1[CH:24]=[C:25]([C:33]2[O:35][N:39]=[C:38]([C:40]3[CH:48]=[C:47]4[C:43]([CH:44]=[CH:45][NH:46]4)=[CH:42][CH:41]=3)[N:37]=2)[CH:26]=[N:27][C:28]=1[O:29][CH:30]([CH3:31])[CH3:32]. The catalyst class is: 1. (6) Reactant: [CH2:1]([S:11]([OH:14])(=[O:13])=[O:12])[CH2:2][S:3][S:4][CH2:5][CH2:6][S:7]([OH:10])(=[O:9])=[O:8].[OH-].[Ca+2:16].[OH-].CC(C)=O. Product: [CH2:1]([S:11]([O-:14])(=[O:13])=[O:12])[CH2:2][S:3][S:4][CH2:5][CH2:6][S:7]([O-:10])(=[O:8])=[O:9].[Ca+2:16]. The catalyst class is: 6. (7) Reactant: [CH:1]([O:4][C:5]1[CH:6]=[C:7]([CH:25]=[C:26]([C:28](=[O:36])[NH:29][C:30]2[CH:34]=[CH:33][N:32]([CH3:35])[N:31]=2)[CH:27]=1)[O:8][C:9]1[CH:10]=[CH:11][C:12]([C:15]2[O:19][C:18]([C:20]([O:22]CC)=O)=[N:17][N:16]=2)=[N:13][CH:14]=1)([CH3:3])[CH3:2].[CH3:37][NH2:38].C1COCC1.CCCCCC. The catalyst class is: 56. Product: [CH:1]([O:4][C:5]1[CH:6]=[C:7]([CH:25]=[C:26]([C:28](=[O:36])[NH:29][C:30]2[CH:34]=[CH:33][N:32]([CH3:35])[N:31]=2)[CH:27]=1)[O:8][C:9]1[CH:10]=[CH:11][C:12]([C:15]2[O:19][C:18]([C:20]([NH:38][CH3:37])=[O:22])=[N:17][N:16]=2)=[N:13][CH:14]=1)([CH3:2])[CH3:3].